This data is from Full USPTO retrosynthesis dataset with 1.9M reactions from patents (1976-2016). The task is: Predict the reactants needed to synthesize the given product. Given the product [F:1][C:2]1[CH:7]=[C:6]([S:8]([CH3:11])(=[O:10])=[O:9])[CH:5]=[CH:4][C:3]=1[CH:12]1[CH2:17][CH2:16][CH:15]([O:18][CH2:19][CH:20]2[CH2:25][CH2:24][N:23]([C:26]([O:28][C:29]([CH3:32])([CH3:31])[CH3:30])=[O:27])[CH2:22][CH2:21]2)[CH2:14][CH2:13]1, predict the reactants needed to synthesize it. The reactants are: [F:1][C:2]1[CH:7]=[C:6]([S:8]([CH3:11])(=[O:10])=[O:9])[CH:5]=[CH:4][C:3]=1[C:12]1[CH2:17][CH2:16][CH:15]([O:18][CH2:19][CH:20]2[CH2:25][CH2:24][N:23]([C:26]([O:28][C:29]([CH3:32])([CH3:31])[CH3:30])=[O:27])[CH2:22][CH2:21]2)[CH2:14][CH:13]=1.